Dataset: NCI-60 drug combinations with 297,098 pairs across 59 cell lines. Task: Regression. Given two drug SMILES strings and cell line genomic features, predict the synergy score measuring deviation from expected non-interaction effect. (1) Drug 2: CCCCCOC(=O)NC1=NC(=O)N(C=C1F)C2C(C(C(O2)C)O)O. Synergy scores: CSS=44.0, Synergy_ZIP=0.201, Synergy_Bliss=-0.236, Synergy_Loewe=-64.8, Synergy_HSA=-0.224. Drug 1: CCC1=CC2CC(C3=C(CN(C2)C1)C4=CC=CC=C4N3)(C5=C(C=C6C(=C5)C78CCN9C7C(C=CC9)(C(C(C8N6C)(C(=O)OC)O)OC(=O)C)CC)OC)C(=O)OC.C(C(C(=O)O)O)(C(=O)O)O. Cell line: UACC62. (2) Drug 1: C1CC(C1)(C(=O)O)C(=O)O.[NH2-].[NH2-].[Pt+2]. Drug 2: CC12CCC3C(C1CCC2O)C(CC4=C3C=CC(=C4)O)CCCCCCCCCS(=O)CCCC(C(F)(F)F)(F)F. Cell line: DU-145. Synergy scores: CSS=9.16, Synergy_ZIP=-2.85, Synergy_Bliss=1.66, Synergy_Loewe=-4.81, Synergy_HSA=0.214. (3) Drug 2: C(CC(=O)O)C(=O)CN.Cl. Cell line: HOP-92. Drug 1: CS(=O)(=O)C1=CC(=C(C=C1)C(=O)NC2=CC(=C(C=C2)Cl)C3=CC=CC=N3)Cl. Synergy scores: CSS=-4.53, Synergy_ZIP=-3.69, Synergy_Bliss=-11.2, Synergy_Loewe=-11.2, Synergy_HSA=-10.8. (4) Drug 1: C1=CC(=CC=C1C#N)C(C2=CC=C(C=C2)C#N)N3C=NC=N3. Drug 2: C1CC(C1)(C(=O)O)C(=O)O.[NH2-].[NH2-].[Pt+2]. Cell line: MCF7. Synergy scores: CSS=8.30, Synergy_ZIP=-5.18, Synergy_Bliss=-4.20, Synergy_Loewe=-2.45, Synergy_HSA=-2.22. (5) Drug 1: CC1=C(C(CCC1)(C)C)C=CC(=CC=CC(=CC(=O)O)C)C. Drug 2: B(C(CC(C)C)NC(=O)C(CC1=CC=CC=C1)NC(=O)C2=NC=CN=C2)(O)O. Cell line: NCI/ADR-RES. Synergy scores: CSS=56.4, Synergy_ZIP=-2.54, Synergy_Bliss=-7.82, Synergy_Loewe=-23.4, Synergy_HSA=-7.02. (6) Drug 1: CC12CCC3C(C1CCC2=O)CC(=C)C4=CC(=O)C=CC34C. Drug 2: C1C(C(OC1N2C=NC3=C(N=C(N=C32)Cl)N)CO)O. Cell line: TK-10. Synergy scores: CSS=34.5, Synergy_ZIP=0.303, Synergy_Bliss=-0.725, Synergy_Loewe=-3.43, Synergy_HSA=-2.19.